The task is: Binary Classification. Given a drug SMILES string, predict its activity (active/inactive) in a high-throughput screening assay against a specified biological target.. This data is from HIV replication inhibition screening data with 41,000+ compounds from the AIDS Antiviral Screen. The compound is O=C(OCC12COP(=O)(OC1)OC2)C(C(F)(F)F)C(F)(F)F. The result is 0 (inactive).